From a dataset of NCI-60 drug combinations with 297,098 pairs across 59 cell lines. Regression. Given two drug SMILES strings and cell line genomic features, predict the synergy score measuring deviation from expected non-interaction effect. (1) Drug 1: CC1=CC2C(CCC3(C2CCC3(C(=O)C)OC(=O)C)C)C4(C1=CC(=O)CC4)C. Drug 2: CC1=C2C(C(=O)C3(C(CC4C(C3C(C(C2(C)C)(CC1OC(=O)C(C(C5=CC=CC=C5)NC(=O)C6=CC=CC=C6)O)O)OC(=O)C7=CC=CC=C7)(CO4)OC(=O)C)O)C)OC(=O)C. Cell line: BT-549. Synergy scores: CSS=40.2, Synergy_ZIP=0.0777, Synergy_Bliss=-1.28, Synergy_Loewe=-42.2, Synergy_HSA=-2.81. (2) Drug 1: CC(C)CN1C=NC2=C1C3=CC=CC=C3N=C2N. Cell line: M14. Synergy scores: CSS=-9.36, Synergy_ZIP=2.60, Synergy_Bliss=-3.54, Synergy_Loewe=-9.21, Synergy_HSA=-8.02. Drug 2: C1C(C(OC1N2C=NC(=NC2=O)N)CO)O. (3) Drug 1: CC12CCC(CC1=CCC3C2CCC4(C3CC=C4C5=CN=CC=C5)C)O. Drug 2: CC(C1=C(C=CC(=C1Cl)F)Cl)OC2=C(N=CC(=C2)C3=CN(N=C3)C4CCNCC4)N. Cell line: HCT-15. Synergy scores: CSS=19.1, Synergy_ZIP=-2.10, Synergy_Bliss=5.10, Synergy_Loewe=2.35, Synergy_HSA=3.05. (4) Drug 1: CCCS(=O)(=O)NC1=C(C(=C(C=C1)F)C(=O)C2=CNC3=C2C=C(C=N3)C4=CC=C(C=C4)Cl)F. Drug 2: C1CCC(C1)C(CC#N)N2C=C(C=N2)C3=C4C=CNC4=NC=N3. Cell line: UACC-257. Synergy scores: CSS=44.0, Synergy_ZIP=4.08, Synergy_Bliss=3.87, Synergy_Loewe=-22.4, Synergy_HSA=2.02. (5) Drug 1: C1CN(P(=O)(OC1)NCCCl)CCCl. Drug 2: C1C(C(OC1N2C=NC(=NC2=O)N)CO)O. Cell line: OVCAR-4. Synergy scores: CSS=20.2, Synergy_ZIP=3.82, Synergy_Bliss=3.15, Synergy_Loewe=-11.6, Synergy_HSA=-0.662. (6) Drug 2: C1=CC(=CC=C1C#N)C(C2=CC=C(C=C2)C#N)N3C=NC=N3. Cell line: NCIH23. Synergy scores: CSS=11.4, Synergy_ZIP=-0.771, Synergy_Bliss=4.21, Synergy_Loewe=-0.922, Synergy_HSA=4.30. Drug 1: CC(C1=C(C=CC(=C1Cl)F)Cl)OC2=C(N=CC(=C2)C3=CN(N=C3)C4CCNCC4)N. (7) Drug 1: CC1=CC=C(C=C1)C2=CC(=NN2C3=CC=C(C=C3)S(=O)(=O)N)C(F)(F)F. Drug 2: C1=NC2=C(N=C(N=C2N1C3C(C(C(O3)CO)O)F)Cl)N. Cell line: MOLT-4. Synergy scores: CSS=91.4, Synergy_ZIP=10.5, Synergy_Bliss=10.7, Synergy_Loewe=7.11, Synergy_HSA=11.4. (8) Drug 1: C1=NC2=C(N=C(N=C2N1C3C(C(C(O3)CO)O)O)F)N. Drug 2: CC1=C(C(CCC1)(C)C)C=CC(=CC=CC(=CC(=O)O)C)C. Cell line: MDA-MB-435. Synergy scores: CSS=13.1, Synergy_ZIP=-1.12, Synergy_Bliss=2.67, Synergy_Loewe=-0.885, Synergy_HSA=-0.837. (9) Drug 1: C1CCN(CC1)CCOC2=CC=C(C=C2)C(=O)C3=C(SC4=C3C=CC(=C4)O)C5=CC=C(C=C5)O. Drug 2: CC1=C(C=C(C=C1)C(=O)NC2=CC(=CC(=C2)C(F)(F)F)N3C=C(N=C3)C)NC4=NC=CC(=N4)C5=CN=CC=C5. Cell line: RXF 393. Synergy scores: CSS=-2.07, Synergy_ZIP=0.951, Synergy_Bliss=-3.53, Synergy_Loewe=-9.47, Synergy_HSA=-9.82. (10) Drug 1: CN(C)C1=NC(=NC(=N1)N(C)C)N(C)C. Drug 2: C1=NC2=C(N1)C(=S)N=C(N2)N. Cell line: HOP-92. Synergy scores: CSS=31.9, Synergy_ZIP=-7.30, Synergy_Bliss=1.63, Synergy_Loewe=-22.8, Synergy_HSA=1.63.